Dataset: Merck oncology drug combination screen with 23,052 pairs across 39 cell lines. Task: Regression. Given two drug SMILES strings and cell line genomic features, predict the synergy score measuring deviation from expected non-interaction effect. (1) Drug 1: O=C(NOCC(O)CO)c1ccc(F)c(F)c1Nc1ccc(I)cc1F. Drug 2: Cc1nc(Nc2ncc(C(=O)Nc3c(C)cccc3Cl)s2)cc(N2CCN(CCO)CC2)n1. Cell line: NCIH1650. Synergy scores: synergy=35.5. (2) Drug 1: COC12C(COC(N)=O)C3=C(C(=O)C(C)=C(N)C3=O)N1CC1NC12. Drug 2: O=C(NOCC(O)CO)c1ccc(F)c(F)c1Nc1ccc(I)cc1F. Cell line: T47D. Synergy scores: synergy=-6.07.